The task is: Binary Classification. Given a miRNA mature sequence and a target amino acid sequence, predict their likelihood of interaction.. This data is from Experimentally validated miRNA-target interactions with 360,000+ pairs, plus equal number of negative samples. (1) The miRNA is hsa-miR-186-5p with sequence CAAAGAAUUCUCCUUUUGGGCU. The protein sequence of the target gene is MVGPAPRRRLRPLAALALVLALAPGLPTARAGQTPRPAERGPPVRLFTEEELARYGGEEEDQPIYLAVKGVVFDVTSGKEFYGRGAPYNALTGKDSTRGVAKMSLDPADLTHDTTGLTAKELEALDEVFTKVYKAKYPIVGYTARRILNEDGSPNLDFKPEDQPHFDIKDEF. Result: 1 (interaction). (2) The miRNA is hsa-miR-2861 with sequence GGGGCCUGGCGGUGGGCGG. The protein sequence of the target gene is MSPTPEWVMVGGEGPESYKQHSSYQRDLLKAAKDKINAVISTNLSLNLISNRFSVADFGCASGPNTFVAVQNIIDAVEEKYLRETGQNPDDNIEFQVLFNDLSNNDFNTLFQGLPSGRRYYSAAIPGSFFDRVLPKHSIHIGVMNYAFQFTSKIPKGISDRNSPLWNRDMHCTGFNNKVKKAYLDQFSLDSKNILDARAEELVPEGLMLLLGSCLRDGIKMSETYRGIVLDLIGASLNDLAQQGVIEKDKVESFNITLYIAEEGELRQIIEENGKFTIEAFEDIIQPNGESLDPKILAVS.... Result: 0 (no interaction). (3) The miRNA is hsa-miR-1302 with sequence UUGGGACAUACUUAUGCUAAA. The protein sequence of the target gene is MSEHVEPAAPGPGPNGGGGGPAPARGPRTPNLNPNPLINVRDRLFHALFFKMAVTYSRLFPPAFRRLFEFFVLLKALFVLFVLAYIHIVFSRSPINCLEHVRDKWPREGILRVEVRHNSSRAPVFLQFCDSGGRGSFPGLAVEPGSNLDMEDEEEEELTMEMFGNSSIKFELDIEPKVFKPPSSTEALNDSQEFPFPETPTKVWPQDEYIVEYSLEYGFLRLSQATRQRLSIPVMVVTLDPTRDQCFGDRFSRLLLDEFLGYDDILMSSVKGLAENEENKGFLRNVVSGEHYRFVSMWMA.... Result: 0 (no interaction). (4) The miRNA is mmu-miR-3103-3p with sequence UAACCUCUGAUCCUUCCCACAG. The protein sequence of the target gene is MATSNLLKNKGSLQFEDKWDFMHPIVLKLLRQESVTKQQWFDLFSDVHAVCLWDDKGSSKIHQALKEDILEFIKQAQARVLSHQDDTALLKAYIVEWRKFFTQCDILPKPFCQLEVTLLGKQSSNKKSNMEDSIVRKLMLDTWNESIFSNIKNRLQDSAMKLVHAERLGEAFDSQLVIGVRESYVNLCSNPEDKLQIYRDNFEKAYLDSTERFYRTQAPSYLQQNGVQNYMKYADAKLKEEEKRALRYLETRRECNSVEALMECCVNALVTSFKETILAECQGMIKRNETEKLHLMFSLM.... Result: 0 (no interaction). (5) The miRNA is dre-let-7a with sequence UGAGGUAGUAGGUUGUAUAGUU. The protein sequence of the target gene is MPSKTKYNLVDDGHDLRIPLHNEDAFQHGICFEAKYVGSLDVPRPNSRVEIVAAMRRIRYEFKAKNIKKKKVSIMVSVDGVKVILKKKKKLLLLQKKEWTWDESKMLVMQDPIYRIFYVSHDSQDLKIFSYIARDGASNIFRCNVFKSKKKSQAMRIVRTVGQAFEVCHKLSLQHTQQNADGQEDGESERNSNSSGDPGRQLTGAERASTATAEETDIDAVEVPLPGNDVLEFSRGVTDLDAVGKEGGSHTGSKVSHPQEPMLTASPRMLLPSSSSKPPGLGTETPLSTHHQMQLLQQLL.... Result: 0 (no interaction). (6) The miRNA is hsa-miR-6731-3p with sequence UCUAUUCCCCACUCUCCCCAG. The protein sequence of the target gene is MDRAGRLGAGLRGLCVAALVLVCAGHGGRREDGGPACYGGFDLYFILDKSGSVLHHWNEIYYFVEQLAHRFISPQLRMSFIVFSTRGTTLMKLTEDREQIRQGLEELQKVLPGGDTYMHEGFERASEQIYYENSQGYRTASVIIALTDGELHEDLFFYSEREANRSRDLGAIVYCVGVKDFNETQLARIADSKDHVFPVNDGFQALQGIIHSILKKSCIEILAAEPSTICAGESFQVVVRGNGFRHARNVDRVLCSFKINDSVTLNEKPFAVEDTYLLCPAPILKEVGMKAALQVSMNDG.... Result: 0 (no interaction). (7) The miRNA is mmu-miR-365-3p with sequence UAAUGCCCCUAAAAAUCCUUAU. The protein sequence of the target gene is MAASRLELNLVRLLSRCEAMAAEKRDPDEWRLEKYVGALEDMLQALKVHASKPASEVINEYSWKVDFLKGMLQAEKLTSSSEKALANQFLAPGRVPTTARERVPATKTVHLQSRARYTSEMRSELLGTDSAEPEMDVRKRTGVAGSQPVSEKQLAAELDLVLQRHQNLQEKLAEEMLGLARSLKTNTLAAQSVIKKDNQTLSHSLKMADQNLEKLKTESERLEQHTQKSVNWLLWAMLIIVCFIFISMILFIRIMPKLK. Result: 0 (no interaction). (8) The miRNA is hsa-miR-644a with sequence AGUGUGGCUUUCUUAGAGC. The protein sequence of the target gene is MSLGRGKYDFYIGLGLAMTSSIFIGGSFILKKKGLLRLARKGSMRAGQGGHAYLKEWLWWAGLLSMGAGEVANFAAYAFAPATLVTPLGALSVLVSAILSSYFLNERLNLHGKIGCLLSILGSTVMVIHAPKEEEIETLNEMSHKLGDPGFVVFATFVVIVALIFIFVVGPRHGQTNILVYITICSVIGAFSVSCVKGLGIAIKELLAGKPVLQHPLAWILLFSLVVCVSTQINYLNRALDIFNTSIVTPIYYVFFTTSVLTCSAILFKEWQDMPVDDVIGTLSGFFTIIVGIFLLHAFK.... Result: 0 (no interaction).